Dataset: Cav3 T-type calcium channel HTS with 100,875 compounds. Task: Binary Classification. Given a drug SMILES string, predict its activity (active/inactive) in a high-throughput screening assay against a specified biological target. (1) The compound is S(=O)(=O)(N1CCCN(CC1)c1nc2c(cc1C#N)ccc(c2)C)c1ccc(cc1)C. The result is 0 (inactive). (2) The molecule is S(C(C(=O)c1[nH]c(c(c1C)C(OC)=O)C)C)c1oc(nn1)c1cc(OC)c(OC)c(OC)c1. The result is 0 (inactive). (3) The molecule is O=C(C1CCCCC1)c1cc([nH]c1)C(=O)NCc1occc1. The result is 0 (inactive). (4) The result is 0 (inactive). The drug is O=C(N1CCN(CC1)c1cc(N2CCCCC2)c([N+]([O-])=O)cc1)COc1ccccc1. (5) The drug is O1c2c(OC1)ccc(NC(=O)Cn1c(cc3c(c1=O)cccc3)C)c2. The result is 0 (inactive). (6) The compound is O=c1n(c2c(n1C)cccc2)CC(=O)N. The result is 0 (inactive). (7) The drug is Clc1ccc(CSc2n(CC)c(nn2)c2ccccc2)cc1. The result is 0 (inactive). (8) The molecule is Clc1cc(S(=O)(=O)NCCSC(C)(C)C)ccc1OC. The result is 0 (inactive). (9) The compound is O(C1CCCCC1=O)C(=O)c1cc(OC)c(c(OC)c1)C. The result is 0 (inactive). (10) The drug is s1\c([nH]c2c1cccc2)=C(/C(=O)Cc1c2c(ccc1)cccc2)C#N. The result is 0 (inactive).